From a dataset of Full USPTO retrosynthesis dataset with 1.9M reactions from patents (1976-2016). Predict the reactants needed to synthesize the given product. (1) Given the product [Br:8][C:9]1[CH:14]=[CH:13][C:12]([CH2:15][N:5]2[CH2:6][CH2:7][N:2]([CH3:1])[CH2:3][CH2:4]2)=[CH:11][CH:10]=1, predict the reactants needed to synthesize it. The reactants are: [CH3:1][N:2]1[CH2:7][CH2:6][NH:5][CH2:4][CH2:3]1.[Br:8][C:9]1[CH:14]=[CH:13][C:12]([CH2:15]Br)=[CH:11][CH:10]=1.C([O-])([O-])=O.[K+].[K+].O. (2) Given the product [CH3:17][C:6]1[CH:5]=[C:4]([CH:3]=[C:2]([CH3:1])[C:7]=1[N:8]1[CH:12]=[C:11]([C:13]([F:16])([F:15])[F:14])[CH:10]=[N:9]1)[O:18][C@H:30]([C:34]1[CH:43]=[CH:42][C:37]([C:38]([O:40][CH3:41])=[O:39])=[CH:36][CH:35]=1)[CH2:31][CH2:32][CH3:33], predict the reactants needed to synthesize it. The reactants are: [CH3:1][C:2]1[CH:3]=[C:4]([OH:18])[CH:5]=[C:6]([CH3:17])[C:7]=1[N:8]1[CH:12]=[C:11]([C:13]([F:16])([F:15])[F:14])[CH:10]=[N:9]1.C(=O)([O-])[O-].[Cs+].[Cs+].CS(O[C@@H:30]([C:34]1[CH:43]=[CH:42][C:37]([C:38]([O:40][CH3:41])=[O:39])=[CH:36][CH:35]=1)[CH2:31][CH2:32][CH3:33])(=O)=O.O. (3) Given the product [OH:28]/[C:24](=[CH:23]\[C:20]1[CH:19]=[CH:18][C:17]([CH3:16])=[CH:22][CH:21]=1)/[C:25]([OH:27])=[O:26], predict the reactants needed to synthesize it. The reactants are: CC1OC(=O)/C(=C/C2C=CC(C)=CC=2)/N=1.[CH3:16][C:17]1[CH:22]=[CH:21][C:20]([CH2:23][C:24](=[O:28])[C:25]([OH:27])=[O:26])=[CH:19][CH:18]=1.